This data is from Reaction yield outcomes from USPTO patents with 853,638 reactions. The task is: Predict the reaction yield, written as a fraction of the theoretical maximum amount of product (1.0 means a 100% yield; for example, 0.34 means a 34% yield). The reactants are [CH:1]1[CH:2]=[CH:3][C:4]2[NH:13][C:12]3[N:11]=[CH:10][CH:9]=[CH:8][C:7]=3[C:5]=2[CH:6]=1.CN(C=O)C.[H-].[Na+].Cl.Cl[CH2:23][CH:24]([N:26]([CH3:28])[CH3:27])[CH3:25]. The catalyst is C1COCC1. The product is [CH3:27][N:26]([CH3:28])[CH:24]([CH3:25])[CH2:23][N:13]1[C:4]2[C:5](=[CH:6][CH:1]=[CH:2][CH:3]=2)[C:7]2[CH:8]=[CH:9][CH:10]=[N:11][C:12]1=2. The yield is 0.270.